Dataset: HIV replication inhibition screening data with 41,000+ compounds from the AIDS Antiviral Screen. Task: Binary Classification. Given a drug SMILES string, predict its activity (active/inactive) in a high-throughput screening assay against a specified biological target. (1) The result is 0 (inactive). The compound is CC(C)C(Sc1nc(-c2ccccc2)c(-c2ccccc2)[nH]1)c1n[nH]c(=S)n1-c1ccccc1. (2) The molecule is CC(C)C(C(=O)O)C(=O)O. The result is 0 (inactive).